This data is from Forward reaction prediction with 1.9M reactions from USPTO patents (1976-2016). The task is: Predict the product of the given reaction. (1) The product is: [CH:20]([C:11]1[NH:10][C:9]([CH3:22])=[C:8]([C:6]([OH:7])=[O:5])[C:12]=1[CH2:13][CH2:14][CH2:15][S:16]([CH3:19])(=[O:17])=[O:18])=[O:21]. Given the reactants [OH-].[Li+].C([O:5][C:6]([C:8]1[C:12]([CH2:13][CH2:14][CH2:15][S:16]([CH3:19])(=[O:18])=[O:17])=[C:11]([CH:20]=[O:21])[NH:10][C:9]=1[CH3:22])=[O:7])C.Cl, predict the reaction product. (2) Given the reactants [OH:1][CH2:2][CH2:3][S:4][C:5]1[CH:6]=[C:7]([CH:10]=[CH:11][CH:12]=1)[CH:8]=O.FC(F)(F)C(O)=O.[CH:20]([C:23]1[S:24][CH:25]=[C:26]([C:28]([N:30]2[CH2:35][C:34]3([CH2:40][CH2:39][NH:38][CH2:37][CH2:36]3)[O:33][CH2:32][CH2:31]2)=[O:29])[N:27]=1)([CH3:22])[CH3:21].C(O[BH-](OC(=O)C)OC(=O)C)(=O)C.[Na+].C(=O)(O)[O-].[Na+], predict the reaction product. The product is: [OH:1][CH2:2][CH2:3][S:4][C:5]1[CH:6]=[C:7]([CH:10]=[CH:11][CH:12]=1)[CH2:8][N:38]1[CH2:39][CH2:40][C:34]2([O:33][CH2:32][CH2:31][N:30]([C:28]([C:26]3[N:27]=[C:23]([CH:20]([CH3:21])[CH3:22])[S:24][CH:25]=3)=[O:29])[CH2:35]2)[CH2:36][CH2:37]1. (3) Given the reactants [F:1][C:2]1[C:19]([NH:20][C:21]([C:23]([NH:25][NH2:26])=[O:24])=[O:22])=[C:18]([N+:27]([O-:29])=[O:28])[CH:17]=[CH:16][C:3]=1[O:4][C@@H:5]1[CH2:10][CH2:9][C@H:8]([C:11]([O:13][CH2:14][CH3:15])=[O:12])[CH2:7][CH2:6]1.[F:30][C:31]1[CH:36]=[CH:35][C:34]([N:37]=[C:38]=S)=[CH:33][CH:32]=1.C(Cl)CCl, predict the reaction product. The product is: [F:1][C:2]1[C:19]([NH:20][C:21]([C:23]2[O:24][C:38]([NH:37][C:34]3[CH:35]=[CH:36][C:31]([F:30])=[CH:32][CH:33]=3)=[N:26][N:25]=2)=[O:22])=[C:18]([N+:27]([O-:29])=[O:28])[CH:17]=[CH:16][C:3]=1[O:4][C@@H:5]1[CH2:10][CH2:9][C@H:8]([C:11]([O:13][CH2:14][CH3:15])=[O:12])[CH2:7][CH2:6]1. (4) The product is: [OH:4][C@H:5]1[CH2:22][CH2:21][C@@:20]2([CH3:23])[C@@H:7]([CH2:8][CH2:9][C@:10]3([CH3:50])[C@@H:19]2[CH2:18][CH2:17][C@H:16]2[C@@:11]3([CH3:49])[CH2:12][CH2:13][C:14]3([C:30]([N:32]4[CH:33]5[CH2:39][CH2:38][CH:37]4[CH2:36][CH:35]([N:40]4[C:44]([CH3:45])=[N:43][N:42]=[C:41]4[CH:46]([CH3:47])[CH3:48])[CH2:34]5)=[O:31])[CH2:26][CH2:25][C@@H:24]([C:27]([CH3:29])=[CH2:28])[C@@H:15]32)[C:6]1([CH3:51])[CH3:52]. Given the reactants C([O:4][C@H:5]1[CH2:22][CH2:21][C@@:20]2([CH3:23])[C@@H:7]([CH2:8][CH2:9][C@:10]3([CH3:50])[C@@H:19]2[CH2:18][CH2:17][C@H:16]2[C@@:11]3([CH3:49])[CH2:12][CH2:13][C:14]3([C:30]([N:32]4[CH:37]5[CH2:38][CH2:39][CH:33]4[CH2:34][CH:35]([N:40]4[C:44]([CH3:45])=[N:43][N:42]=[C:41]4[CH:46]([CH3:48])[CH3:47])[CH2:36]5)=[O:31])[CH2:26][CH2:25][C@@H:24]([C:27]([CH3:29])=[CH2:28])[C@@H:15]32)[C:6]1([CH3:52])[CH3:51])(=O)C.C1COCC1.[OH-].[Na+], predict the reaction product. (5) The product is: [OH:1][C:2]1[CH:7]=[C:6]([F:8])[CH:5]=[CH:4][C:3]=1[CH2:9][CH2:10][C:11]1[CH:16]=[CH:15][C:14]([S:17]([C:20]2[CH:25]=[CH:24][CH:23]=[CH:22][C:21]=2[F:26])(=[O:18])=[O:19])=[CH:13][N:12]=1. Given the reactants [OH:1][C:2]1[CH:7]=[C:6]([F:8])[CH:5]=[CH:4][C:3]=1/[CH:9]=[CH:10]/[C:11]1[CH:16]=[CH:15][C:14]([S:17]([C:20]2[CH:25]=[CH:24][CH:23]=[CH:22][C:21]=2[F:26])(=[O:19])=[O:18])=[CH:13][N:12]=1, predict the reaction product.